This data is from Full USPTO retrosynthesis dataset with 1.9M reactions from patents (1976-2016). The task is: Predict the reactants needed to synthesize the given product. (1) Given the product [CH:1]([C@@H:4]1[CH2:8][O:7][C:6](=[O:9])[N:5]1[C:10]1[CH:11]=[CH:12][C:13]([C:14]([N:29]2[CH2:30][CH2:31][CH:26]([O:25][C:22]3[CH:23]=[CH:24][C:19]([CH3:32])=[CH:20][CH:21]=3)[CH2:27][CH2:28]2)=[O:16])=[CH:17][CH:18]=1)([CH3:2])[CH3:3], predict the reactants needed to synthesize it. The reactants are: [CH:1]([C@@H:4]1[CH2:8][O:7][C:6](=[O:9])[N:5]1[C:10]1[CH:18]=[CH:17][C:13]([C:14]([OH:16])=O)=[CH:12][CH:11]=1)([CH3:3])[CH3:2].[C:19]1([CH3:32])[CH:24]=[CH:23][C:22]([O:25][CH:26]2[CH2:31][CH2:30][NH:29][CH2:28][CH2:27]2)=[CH:21][CH:20]=1.O.[Cl-].COC1N=C(OC)N=C([N+]2(C)CCOCC2)N=1.C(Cl)(Cl)Cl. (2) Given the product [O:2]1[CH2:13][CH2:14][O:15][CH:1]1[C:3]1[CH:8]=[C:7]([CH3:9])[C:6]([N+:10]([O-:12])=[O:11])=[CH:5][N:4]=1, predict the reactants needed to synthesize it. The reactants are: [CH:1]([C:3]1[CH:8]=[C:7]([CH3:9])[C:6]([N+:10]([O-:12])=[O:11])=[CH:5][N:4]=1)=[O:2].[CH2:13](O)[CH2:14][OH:15]. (3) Given the product [ClH:86].[OH:50][NH:51][C:52]([C:54]1([S:60]([C:63]2[CH:64]=[CH:65][C:66]([C:69]3[CH:74]=[N:73][C:72]([CH2:75][CH2:76][C:77]([F:83])([F:82])[C:78]([F:81])([F:79])[F:80])=[CH:71][N:70]=3)=[CH:67][CH:68]=2)(=[O:61])=[O:62])[CH2:55][CH2:56][O:57][CH2:58][CH2:59]1)=[O:53], predict the reactants needed to synthesize it. The reactants are: O1CCCCC1ONC(C1(S(C2C=CC(C3C=CC(CCC(F)(F)C(F)(F)F)=CC=3)=CC=2)(=O)=O)CCN(C2CC2)CC1)=O.O1CCCCC1[O:50][NH:51][C:52]([C:54]1([S:60]([C:63]2[CH:68]=[CH:67][C:66]([C:69]3[CH:74]=[N:73][C:72]([CH2:75][CH2:76][C:77]([F:83])([F:82])[C:78]([F:81])([F:80])[F:79])=[CH:71][N:70]=3)=[CH:65][CH:64]=2)(=[O:62])=[O:61])[CH2:59][CH2:58][O:57][CH2:56][CH2:55]1)=[O:53].CO.[ClH:86].